From a dataset of Peptide-MHC class II binding affinity with 134,281 pairs from IEDB. Regression. Given a peptide amino acid sequence and an MHC pseudo amino acid sequence, predict their binding affinity value. This is MHC class II binding data. The peptide sequence is ALLPRAGAAAAAALP. The MHC is HLA-DPA10201-DPB10101 with pseudo-sequence HLA-DPA10201-DPB10101. The binding affinity (normalized) is 0.0733.